The task is: Binary Classification. Given a miRNA mature sequence and a target amino acid sequence, predict their likelihood of interaction.. This data is from Experimentally validated miRNA-target interactions with 360,000+ pairs, plus equal number of negative samples. (1) The miRNA is mmu-miR-301b-3p with sequence CAGUGCAAUGGUAUUGUCAAAGC. The protein sequence of the target gene is MDTQTHSLPITHTQLHSNSQPQSRTCTRHCQTFSQSCRQSHRGSRSQSSSQSPASHRNPTGAHSSSGHQSQSPNTSPPPKRHKKTMNSHHSPMRPTILHCRCPKNRKNLEGKLKKKKMAKRIQQVYKTKTRSSGWKSN. Result: 0 (no interaction). (2) The miRNA is hsa-miR-381-3p with sequence UAUACAAGGGCAAGCUCUCUGU. The protein sequence of the target gene is MLGAPDESSVRVAVRIRPQLAKEKIEGCHICTSVTPGEPQVFLGKDKAFTFDYVFDIDSQQEQIYIQCIEKLIEGCFEGYNATVFAYGQTGAGKTYTMGTGFDVNIVEEELGIISRAVKHLFKSIEEKKHIAIKNGLPAPDFKVNAQFLELYNEEVLDLFDTTRDIDAKSKKSNIRIHEDSTGGIYTVGVTTRTVNTESEMMQCLKLGALSRTTASTQMNVQSSRSHAIFTIHVCQTRVCPQIDADNATDNKIISESAQMNEFETLTAKFHFVDLAGSERLKRTGATGERAKEGISINCG.... Result: 0 (no interaction). (3) The miRNA is mmu-miR-340-3p with sequence UCCGUCUCAGUUACUUUAUAGC. The protein sequence of the target gene is MAASAHGSVWGPLRLGIPGLCCRRPPLGLYARMRRLPGPEVSGRSVAAASGPGAWGTDHYCLELLRKRDYEGYLCSLLLPAESRSSVFALRAFNVELAQVKDSVSEKTIGLMRMQFWKKTVEDIYCDNPPHQPVAIELWKAVKRHNLTKRWLMKIVDEREKNLDDKAYRNIKELENYAENTQSSLLYLTLEILGIKDLHADHAASHIGKAQGIVTCLRATPYHGSRRKVFLPMDICMLHGVSQEDFLRRNQDKNVRDVIYDIASQAHLHLKHARSFHKTVPVKAFPAFLQTVSLEDFLKK.... Result: 0 (no interaction). (4) The miRNA is hsa-miR-6821-3p with sequence UGACCUCUCCGCUCCGCACAG. The protein sequence of the target gene is MEESEGQKCEPNLPPSGDSRQMPQQGRSNLHVTSQEDAACRRPRERLSNGNARAQVSKPARNIPRRHTLGGPRSSKEILGMQPSEMDRKREAFLEHLKQKYPHHATAIMGHQERLRDQTKSPKLSHSPQPPNLGDPVEHLSETSGDSLEAMSEGEVPSPFARGSRTRASLPVVRSANQTKERSLGVLYLQYGDETKQLRMPNEVTSTDTIRALFVSAFPQQLTMKMLESPSVAIYIKDDSRNVYYELNDVRNIQDRSLLKVYNKDPSHAFNHMTKAVNGDMRMQREIVYARGDGLVAPRP.... Result: 0 (no interaction).